From a dataset of M1 muscarinic receptor agonist screen with 61,833 compounds. Binary Classification. Given a drug SMILES string, predict its activity (active/inactive) in a high-throughput screening assay against a specified biological target. (1) The compound is S1CC(=O)N(CCCC(=O)N2CCN(CC2)c2cc(ccc2)C(F)(F)F)c2c1nccc2. The result is 0 (inactive). (2) The result is 0 (inactive). The compound is S(Cc1c2OCOCc2cc(F)c1)c1n(Cc2occc2)c(=O)c2c(n1)cccc2.